The task is: Predict the reactants needed to synthesize the given product.. This data is from Full USPTO retrosynthesis dataset with 1.9M reactions from patents (1976-2016). (1) Given the product [CH2:27]([O:26][CH2:25][C@H:9]1[CH2:10][N:11]([C:18]([O:20][C:21]([CH3:22])([CH3:23])[CH3:24])=[O:19])[C@H:12]([CH2:14][CH:15]([CH3:17])[CH3:16])[CH2:13][NH:8]1)[C:28]1[CH:29]=[CH:30][CH:31]=[CH:32][CH:33]=1, predict the reactants needed to synthesize it. The reactants are: C([N:8]1[CH2:13][C@@H:12]([CH2:14][CH:15]([CH3:17])[CH3:16])[N:11]([C:18]([O:20][C:21]([CH3:24])([CH3:23])[CH3:22])=[O:19])[CH2:10][C@@H:9]1[CH2:25][O:26][CH2:27][C:28]1[CH:33]=[CH:32][CH:31]=[CH:30][CH:29]=1)C1C=CC=CC=1. (2) Given the product [CH2:30]([C:31]1([C:52]([O:54][CH2:55][CH3:56])=[O:53])[CH2:32][CH2:33][N:34]([C:37]2[N:38]=[CH:39][C:40]([C:7]3[CH:8]=[C:9]([C:22](=[O:25])[CH2:23][CH3:24])[C:10]4[S:14][C:13]([NH:15][C:16]([NH:18][CH2:19][CH3:20])=[O:17])=[N:12][C:11]=4[CH:21]=3)=[CH:41][N:42]=2)[CH2:35][CH2:36]1)[CH3:28], predict the reactants needed to synthesize it. The reactants are: FC(F)(F)S(O[C:7]1[CH:8]=[C:9]([C:22](=[O:25])[CH2:23][CH3:24])[C:10]2[S:14][C:13]([NH:15][C:16]([NH:18][CH2:19][CH3:20])=[O:17])=[N:12][C:11]=2[CH:21]=1)(=O)=O.[CH3:28]O.[CH3:30][C:31]1([C:52]([O:54][CH2:55][CH3:56])=[O:53])[CH2:36][CH2:35][N:34]([C:37]2[N:42]=[CH:41][C:40](B3OC(C)(C)C(C)(C)O3)=[CH:39][N:38]=2)[CH2:33][CH2:32]1.P([O-])([O-])([O-])=O.[K+].[K+].[K+]. (3) Given the product [NH2:2][C@H:3]([C:9]([O-:11])=[O:10])[CH2:4][CH2:5][CH2:6][CH2:7][NH2:8].[NH2:12][C@H:13]([C:19]([O-:21])=[O:20])[CH2:14][CH2:15][CH2:16][CH2:17][NH2:18].[Mg+2:22], predict the reactants needed to synthesize it. The reactants are: O.[NH2:2][C@H:3]([C:9]([O-:11])=[O:10])[CH2:4][CH2:5][CH2:6][CH2:7][NH2:8].[NH2:12][C@H:13]([C:19]([O-:21])=[O:20])[CH2:14][CH2:15][CH2:16][CH2:17][NH2:18].[Mg+2:22]. (4) Given the product [C:34]([CH:6]1[C:15]2[C:10](=[CH:11][CH:12]=[CH:13][CH:14]=2)[N:9]=[C:8]([N:16]2[CH2:17][CH2:18][CH2:19][CH2:20][CH2:21]2)[N:7]1[C:22]1[CH:23]=[CH:24][CH:25]=[CH:26][CH:27]=1)([OH:33])=[O:28], predict the reactants needed to synthesize it. The reactants are: COC(C[CH:6]1[C:15]2[C:10](=[CH:11][CH:12]=[CH:13][CH:14]=2)[N:9]=[C:8]([N:16]2[CH2:21][CH2:20][CH2:19][CH2:18][CH2:17]2)[N:7]1[C:22]1[CH:27]=[CH:26][CH:25]=[CH:24][CH:23]=1)=O.[OH-:28].[Li+].C1[CH2:34][O:33]CC1.O. (5) Given the product [CH2:1]([C:3]1[CH:8]=[C:7]([C:9]#[CH:10])[CH:6]=[C:5]([CH3:15])[C:4]=1[C:16]1[C:17](=[O:34])[CH:18]([CH2:23][CH2:24][NH:25][C:26]([C:28]2[CH:33]=[CH:32][CH:31]=[CH:30][N:29]=2)=[O:27])[CH2:19][C:20]=1[O:21][CH3:22])[CH3:2], predict the reactants needed to synthesize it. The reactants are: [CH2:1]([C:3]1[CH:8]=[C:7]([C:9]#[C:10][Si](C)(C)C)[CH:6]=[C:5]([CH3:15])[C:4]=1[C:16]1[C:17](=[O:34])[CH:18]([CH2:23][CH2:24][NH:25][C:26]([C:28]2[CH:33]=[CH:32][CH:31]=[CH:30][N:29]=2)=[O:27])[CH2:19][C:20]=1[O:21][CH3:22])[CH3:2].[F-].C([N+](CCCC)(CCCC)CCCC)CCC.